From a dataset of Full USPTO retrosynthesis dataset with 1.9M reactions from patents (1976-2016). Predict the reactants needed to synthesize the given product. Given the product [CH2:25]([S:27]([C:30]1[CH:50]=[CH:49][C:33]([CH2:34][C:35]2[C:44]3[C:39](=[CH:40][CH:41]=[C:42]([F:45])[CH:43]=3)[CH:38]=[C:37]([CH2:20][Cl:24])[C:36]=2[CH3:48])=[CH:32][CH:31]=1)(=[O:28])=[O:29])[CH3:26], predict the reactants needed to synthesize it. The reactants are: C1(P(C2C=CC=CC=2)C2C=CC=CC=2)C=CC=CC=1.[C:20]([Cl:24])(Cl)(Cl)Cl.[CH2:25]([S:27]([C:30]1[CH:50]=[CH:49][C:33]([CH2:34][C:35]2[C:44]3[C:39](=[CH:40][CH:41]=[C:42]([F:45])[CH:43]=3)[CH:38]=[C:37](CO)[C:36]=2[CH3:48])=[CH:32][CH:31]=1)(=[O:29])=[O:28])[CH3:26].